This data is from Serine/threonine kinase 33 screen with 319,792 compounds. The task is: Binary Classification. Given a drug SMILES string, predict its activity (active/inactive) in a high-throughput screening assay against a specified biological target. (1) The drug is O=C(N1CC2CC(C1)c1n(C2)c(=O)ccc1)CCc1c(c2c(oc1=O)cc1oc(c(c1c2)C)C)C. The result is 0 (inactive). (2) The molecule is O1C(=N/C(=C/c2ccc(OC)cc2)C1=O)c1ccc(cc1)C. The result is 0 (inactive). (3) The compound is O=C(NC(Cc1ccccc1)C(O)=O)CC12CC3CC(C2)CC(C1)C3. The result is 0 (inactive). (4) The drug is S(c1[nH]c2c(cccc2)c(=O)n1)CC(=O)Nc1sc(cn1)C. The result is 0 (inactive).